Dataset: Forward reaction prediction with 1.9M reactions from USPTO patents (1976-2016). Task: Predict the product of the given reaction. (1) Given the reactants [CH3:1][O:2][C:3](=[O:18])[CH2:4][CH2:5][C:6]1[CH:11]=[CH:10][CH:9]=[C:8]([S:12]C(=O)N(C)C)[CH:7]=1.C[O-].[Na+].Cl, predict the reaction product. The product is: [CH3:1][O:2][C:3](=[O:18])[CH2:4][CH2:5][C:6]1[CH:11]=[CH:10][CH:9]=[C:8]([SH:12])[CH:7]=1. (2) Given the reactants [CH2:1]([C:8]1[CH:9]=[N:10][C:11]2[C:16]([C:17]=1[C:18]1[CH:19]=[C:20]([NH2:24])[CH:21]=[CH:22][CH:23]=1)=[CH:15][CH:14]=[CH:13][C:12]=2[C:25]([F:28])([F:27])[F:26])[C:2]1[CH:7]=[CH:6][CH:5]=[CH:4][CH:3]=1.[F:29][C:30]1[CH:31]=[C:32]([CH:35]=[CH:36][C:37]=1[F:38])[CH:33]=O, predict the reaction product. The product is: [CH2:1]([C:8]1[CH:9]=[N:10][C:11]2[C:16]([C:17]=1[C:18]1[CH:19]=[C:20]([NH:24][CH2:33][C:32]3[CH:35]=[CH:36][C:37]([F:38])=[C:30]([F:29])[CH:31]=3)[CH:21]=[CH:22][CH:23]=1)=[CH:15][CH:14]=[CH:13][C:12]=2[C:25]([F:28])([F:26])[F:27])[C:2]1[CH:3]=[CH:4][CH:5]=[CH:6][CH:7]=1.